This data is from Reaction yield outcomes from USPTO patents with 853,638 reactions. The task is: Predict the reaction yield, written as a fraction of the theoretical maximum amount of product (1.0 means a 100% yield; for example, 0.34 means a 34% yield). (1) The reactants are [Br:1][C:2]1[N:6]2[N:7]=[C:8](Cl)[CH:9]=[CH:10][C:5]2=[N:4][CH:3]=1.[F:12][C:13]1[CH:14]=[N:15][C:16]([C@@H:19]([NH2:21])[CH3:20])=[N:17][CH:18]=1.[F-].[Cs+]. The catalyst is CS(C)=O. The product is [Br:1][C:2]1[N:6]2[N:7]=[C:8]([NH:21][C@H:19]([C:16]3[N:17]=[CH:18][C:13]([F:12])=[CH:14][N:15]=3)[CH3:20])[CH:9]=[CH:10][C:5]2=[N:4][CH:3]=1. The yield is 0.640. (2) The reactants are [Cl:1][C:2]1[CH:25]=[CH:24][C:23]([C:26]([F:29])([F:28])[F:27])=[CH:22][C:3]=1[O:4][CH:5]1[CH2:10][CH2:9][N:8]([C:11](=[O:21])[CH2:12][NH:13][C:14]2[C:15](=[O:20])[NH:16][N:17]=[CH:18][CH:19]=2)[CH2:7][CH2:6]1.Br[CH2:31][C:32]#[C:33][CH3:34]. No catalyst specified. The product is [CH2:31]([N:16]1[C:15](=[O:20])[C:14]([NH:13][CH2:12][C:11]([N:8]2[CH2:9][CH2:10][CH:5]([O:4][C:3]3[CH:22]=[C:23]([C:26]([F:29])([F:27])[F:28])[CH:24]=[CH:25][C:2]=3[Cl:1])[CH2:6][CH2:7]2)=[O:21])=[CH:19][CH:18]=[N:17]1)[C:32]#[C:33][CH3:34]. The yield is 0.0900. (3) The reactants are Br[C:2]1[CH:3]=[C:4]([O:8][Si:9]([C:12]([CH3:15])([CH3:14])[CH3:13])([CH3:11])[CH3:10])[CH:5]=[CH:6][CH:7]=1.[Li]CCCC.[O:21]1[C:25](=[O:26])[CH2:24][CH2:23][C:22]1=[O:27]. The catalyst is C1COCC1.CCOC(C)=O. The product is [CH3:13][C:12]([Si:9]([CH3:11])([CH3:10])[O:8][C:4]1[CH:3]=[C:2]([C:25](=[O:26])[CH2:24][CH2:23][C:22]([OH:27])=[O:21])[CH:7]=[CH:6][CH:5]=1)([CH3:15])[CH3:14]. The yield is 0.540. (4) The product is [O:1]1[C:5]2[CH:6]=[CH:7][C:8]([C:10]3([C:13]([NH:15][C:16]4[CH:17]=[C:18]5[C:22](=[CH:23][CH:24]=4)[N:21]([CH2:30][CH2:31][CH2:32][C:33]([OH:35])=[O:34])[CH:20]([C:25]([CH3:28])([CH3:27])[CH3:26])[CH2:19]5)=[O:14])[CH2:12][CH2:11]3)=[CH:9][C:4]=2[O:3][CH2:2]1. The catalyst is CO.CC(O)=O. The yield is 0.300. The reactants are [O:1]1[C:5]2[CH:6]=[CH:7][C:8]([C:10]3([C:13]([NH:15][C:16]4[CH:17]=[C:18]5[C:22](=[CH:23][CH:24]=4)[NH:21][CH:20]([C:25]([CH3:28])([CH3:27])[CH3:26])[CH2:19]5)=[O:14])[CH2:12][CH2:11]3)=[CH:9][C:4]=2[O:3][CH2:2]1.O=[CH:30][CH2:31][CH2:32][C:33]([OH:35])=[O:34].[BH3-]C#N.[Na+]. (5) The reactants are [F:1][C:2]1[CH:3]=[CH:4][C:5]([CH:8]=O)=[N:6][CH:7]=1.Cl.[NH2:11][OH:12].[OH-].[Na+].Cl. The catalyst is C(O)C.O. The product is [F:1][C:2]1[CH:3]=[CH:4][C:5]([CH:8]=[N:11][OH:12])=[N:6][CH:7]=1. The yield is 0.790. (6) The catalyst is C1(C)C=C(C)C=C(C)C=1. The reactants are [Cl:1][C:2]1[C:7]([CH3:8])=[CH:6][C:5]([OH:9])=[C:4]([CH:10]([CH3:12])[CH3:11])[CH:3]=1.C(=O)([O-])[O-].[K+].[K+].[CH2:19](Br)[CH:20]=[CH2:21].C(OCC=C)C=C.C(C1C(C(F)(F)F)=CC=C(Cl)C=1O)C=C. The product is [CH2:21]([C:6]1[C:7]([CH3:8])=[C:2]([Cl:1])[CH:3]=[C:4]([CH:10]([CH3:12])[CH3:11])[C:5]=1[OH:9])[CH:20]=[CH2:19]. The yield is 0.730. (7) The reactants are [CH3:1][N:2]([CH3:45])[CH2:3][CH2:4][C:5]([O:7][CH:8]([C:26](=[O:44])[CH2:27][CH2:28][CH2:29][CH2:30][CH2:31][CH2:32][CH2:33]/[CH:34]=[CH:35]\[CH2:36]/[CH:37]=[CH:38]\[CH2:39][CH2:40][CH2:41][CH2:42][CH3:43])[CH2:9][CH2:10][CH2:11][CH2:12][CH2:13][CH2:14][CH2:15]/[CH:16]=[CH:17]\[CH2:18]/[CH:19]=[CH:20]\[CH2:21][CH2:22][CH2:23][CH2:24][CH3:25])=[O:6].[BH4-].[Na+]. The catalyst is CO. The product is [CH3:45][N:2]([CH3:1])[CH2:3][CH2:4][C:5]([O:7][CH:8]([CH:26]([OH:44])[CH2:27][CH2:28][CH2:29][CH2:30][CH2:31][CH2:32][CH2:33]/[CH:34]=[CH:35]\[CH2:36]/[CH:37]=[CH:38]\[CH2:39][CH2:40][CH2:41][CH2:42][CH3:43])[CH2:9][CH2:10][CH2:11][CH2:12][CH2:13][CH2:14][CH2:15]/[CH:16]=[CH:17]\[CH2:18]/[CH:19]=[CH:20]\[CH2:21][CH2:22][CH2:23][CH2:24][CH3:25])=[O:6]. The yield is 0.910. (8) The reactants are [F:1][C:2]1[C:3]([F:12])=[CH:4][C:5]2[S:9][C:8]([NH2:10])=[N:7][C:6]=2[CH:11]=1.[F:13][C:14]1[C:22]([F:23])=[CH:21][CH:20]=[C:19]([F:24])[C:15]=1[C:16](Cl)=[O:17].Br[CH:26]([CH2:31][CH3:32])[C:27]([O:29]C)=[O:28].COC1C=CC2N=C(N)SC=2C=1.ClC1C=C(C=CC=1)C(Cl)=O.BrCC(OCC)=O. No catalyst specified. The product is [F:1][C:2]1[C:3]([F:12])=[CH:4][C:5]2[S:9][C:8](=[N:10][C:16](=[O:17])[C:15]3[C:19]([F:24])=[CH:20][CH:21]=[C:22]([F:23])[C:14]=3[F:13])[N:7]([CH:26]([CH2:31][CH3:32])[C:27]([OH:29])=[O:28])[C:6]=2[CH:11]=1. The yield is 0.0800. (9) The reactants are [CH3:1][O:2][C:3]([C:5]1[S:6][C:7]([C:16]#[C:17][C:18]([CH3:21])([CH3:20])[CH3:19])=[CH:8][C:9]=1[NH:10][C@@H:11]([CH3:15])[CH2:12][CH2:13][OH:14])=[O:4].[CH3:22][C@H:23]1[CH2:28][CH2:27][C@H:26]([C:29](Cl)=[O:30])[CH2:25][CH2:24]1. The catalyst is N1C=CC=CC=1. The product is [CH3:1][O:2][C:3]([C:5]1[S:6][C:7]([C:16]#[C:17][C:18]([CH3:20])([CH3:19])[CH3:21])=[CH:8][C:9]=1[N:10]([C:29]([C@H:26]1[CH2:27][CH2:28][C@H:23]([CH3:22])[CH2:24][CH2:25]1)=[O:30])[C@@H:11]([CH3:15])[CH2:12][CH2:13][O:14][C:29]([C@H:26]1[CH2:27][CH2:28][C@H:23]([CH3:22])[CH2:24][CH2:25]1)=[O:30])=[O:4]. The yield is 0.580. (10) The yield is 0.500. The product is [CH2:1]([N:3]1[C:4](=[O:11])[CH2:5][C:6](=[O:7])[NH:20][C:13]2[CH:14]=[CH:15][C:16]([O:18][CH3:19])=[CH:17][C:12]1=2)[CH3:2]. The catalyst is [C].[Pd].C(O)C. The reactants are [CH2:1]([N:3]([C:12]1[CH:17]=[C:16]([O:18][CH3:19])[CH:15]=[CH:14][C:13]=1[N+:20]([O-])=O)[C:4](=[O:11])[CH2:5][C:6](OCC)=[O:7])[CH3:2].[O-]CC.[Na+].